This data is from Full USPTO retrosynthesis dataset with 1.9M reactions from patents (1976-2016). The task is: Predict the reactants needed to synthesize the given product. (1) The reactants are: C([O:8][CH2:9][CH2:10][O:11][C:12]1[CH:38]=[CH:37][C:15]([CH2:16][C:17]2[CH:18]=[C:19]([C@@:24]34[O:31][C@@:28]([CH2:32][OH:33])([CH2:29][O:30]3)[C@@H:27]([OH:34])[C@H:26]([OH:35])[C@H:25]4[OH:36])[CH:20]=[CH:21][C:22]=2[Cl:23])=[CH:14][CH:13]=1)C1C=CC=CC=1.C(O)=O. Given the product [Cl:23][C:22]1[CH:21]=[CH:20][C:19]([C@@:24]23[O:31][C@@:28]([CH2:32][OH:33])([CH2:29][O:30]2)[C@@H:27]([OH:34])[C@H:26]([OH:35])[C@H:25]3[OH:36])=[CH:18][C:17]=1[CH2:16][C:15]1[CH:37]=[CH:38][C:12]([O:11][CH2:10][CH2:9][OH:8])=[CH:13][CH:14]=1, predict the reactants needed to synthesize it. (2) Given the product [CH2:1]([O:8][CH2:9][N:10]1[C:18]2[C:17]([O:19][CH3:20])=[N:16][CH:15]=[N:14][C:13]=2[C:12]([C@H:21]2[C@H:25]([OH:26])[C@H:24]([OH:27])[C@@H:23]([CH2:28][O:29][C:37]([C:38]3[CH:43]=[CH:42][CH:41]=[CH:40][CH:39]=3)([C:50]3[CH:51]=[CH:52][CH:53]=[CH:54][CH:55]=3)[C:44]3[CH:45]=[CH:46][CH:47]=[CH:48][CH:49]=3)[N:22]2[C:30]([O:32][C:33]([CH3:36])([CH3:35])[CH3:34])=[O:31])=[CH:11]1)[C:2]1[CH:7]=[CH:6][CH:5]=[CH:4][CH:3]=1, predict the reactants needed to synthesize it. The reactants are: [CH2:1]([O:8][CH2:9][N:10]1[C:18]2[C:17]([O:19][CH3:20])=[N:16][CH:15]=[N:14][C:13]=2[C:12]([C@H:21]2[C@H:25]([OH:26])[C@H:24]([OH:27])[C@@H:23]([CH2:28][OH:29])[N:22]2[C:30]([O:32][C:33]([CH3:36])([CH3:35])[CH3:34])=[O:31])=[CH:11]1)[C:2]1[CH:7]=[CH:6][CH:5]=[CH:4][CH:3]=1.[C:37](Cl)([C:50]1[CH:55]=[CH:54][CH:53]=[CH:52][CH:51]=1)([C:44]1[CH:49]=[CH:48][CH:47]=[CH:46][CH:45]=1)[C:38]1[CH:43]=[CH:42][CH:41]=[CH:40][CH:39]=1.C(N(CC)CC)C. (3) Given the product [Br:1][C:2]1[CH:3]=[CH:4][C:5]([C:8]2[N:12]([CH2:22][O:21][CH2:20][CH2:19][Si:18]([CH3:25])([CH3:24])[CH3:17])[C:11](=[O:13])[N:10]([CH3:14])[N:9]=2)=[CH:6][CH:7]=1, predict the reactants needed to synthesize it. The reactants are: [Br:1][C:2]1[CH:7]=[CH:6][C:5]([C:8]2[NH:12][C:11](=[O:13])[N:10]([CH3:14])[N:9]=2)=[CH:4][CH:3]=1.[H-].[Na+].[CH3:17][Si:18]([CH3:25])([CH3:24])[CH2:19][CH2:20][O:21][CH2:22]Cl. (4) Given the product [CH3:37][O:36][C:30]1[CH:29]=[C:28]([CH:26]2[C:9]3[C:10](=[CH:11][C:12]([O:14][CH3:15])=[CH:13][C:8]=3[O:7][CH3:6])/[C:16](=[CH:17]/[C:18]3[CH:23]=[CH:22][C:21]([O:24][CH3:25])=[CH:20][CH:19]=3)/[O:27]2)[CH:33]=[C:32]([O:34][CH3:35])[CH:31]=1, predict the reactants needed to synthesize it. The reactants are: C([O-])(O)=O.[Na+].[CH3:6][O:7][C:8]1[CH:13]=[C:12]([O:14][CH3:15])[CH:11]=[C:10]([CH:16]=[CH:17][C:18]2[CH:23]=[CH:22][C:21]([O:24][CH3:25])=[CH:20][CH:19]=2)[C:9]=1[CH:26]([C:28]1[CH:33]=[C:32]([O:34][CH3:35])[CH:31]=[C:30]([O:36][CH3:37])[CH:29]=1)[OH:27]. (5) Given the product [CH:36]1[C:44]2[C:48]3[CH:47]=[CH:46][CH:45]=[CH:43][C:42]=3[S:41][C:40]=2[C:22]([C:23]2[C:24]3[S:25][C:26]4[C:32]([C:2]5[CH:11]=[N:10][C:9]6[C:4](=[C:5]7[CH:19]=[CH:18][CH:17]=[CH:16][C:6]7=[C:7]7[CH:15]=[CH:14][CH:13]=[CH:12][C:8]7=6)[N:3]=5)=[CH:31][CH:30]=[CH:29][C:27]=4[C:28]=3[CH:54]=[CH:49][CH:50]=2)=[CH:21][CH:20]=1, predict the reactants needed to synthesize it. The reactants are: Cl[C:2]1[CH:11]=[N:10][C:9]2[C:4](=[C:5]3[CH:19]=[CH:18][CH:17]=[CH:16][C:6]3=[C:7]3[CH:15]=[CH:14][CH:13]=[CH:12][C:8]3=2)[N:3]=1.[C:20]1([C:36]2[C:44]3[C:43]4[CH:45]=[CH:46][CH:47]=[CH:48][C:42]=4[S:41][C:40]=3C=CC=2)[C:28]2[C:27]3[CH:29]=[CH:30][CH:31]=[C:32](B(O)O)[C:26]=3[S:25][C:24]=2[CH:23]=[CH:22][CH:21]=1.[C:49]1(C)[CH:54]=CC=C[CH:50]=1.C(=O)([O-])[O-].[K+].[K+]. (6) Given the product [C:40]([O:16][CH:15]([C:7]1[C:8]2[CH:9]3[CH2:14][CH:12]([CH2:11][CH2:10]3)[C:13]=2[N:5]([CH2:4][CH2:3][O:2][CH3:1])[N:6]=1)[C:18]1([Br:17])[C:24](=[O:25])[N:23]2[C@@H:19]1[S:20][CH:21]=[C:22]2[C:26]([O:28][CH2:29][C:30]1[CH:35]=[CH:34][C:33]([N+:36]([O-:38])=[O:37])=[CH:32][CH:31]=1)=[O:27])(=[O:41])[CH3:39], predict the reactants needed to synthesize it. The reactants are: [CH3:1][O:2][CH2:3][CH2:4][N:5]1[C:13]2[CH:12]3[CH2:14][CH:9]([CH2:10][CH2:11]3)[C:8]=2[C:7]([CH:15]=[O:16])=[N:6]1.[Br:17][C@H:18]1[C:24](=[O:25])[N:23]2[C@@H:19]1[S:20][CH:21]=[C:22]2[C:26]([O:28][CH2:29][C:30]1[CH:35]=[CH:34][C:33]([N+:36]([O-:38])=[O:37])=[CH:32][CH:31]=1)=[O:27].[CH3:39][CH2:40][O:41]CC.[Mg+2].[Br-].[Br-].CCN(CC)CC.[Al].C(OC(=O)C)(=O)C. (7) Given the product [CH:44]12[CH2:53][CH:48]3[CH2:49][CH:50]([CH2:52][CH:46]([CH2:47]3)[CH:45]1[NH:54][C:11]([C:8]1[CH:7]=[N:6][N:5]([C:1]([CH3:2])([CH3:3])[CH3:4])[C:9]=1[Cl:10])=[O:13])[CH2:51]2, predict the reactants needed to synthesize it. The reactants are: [C:1]([N:5]1[C:9]([Cl:10])=[C:8]([C:11]([OH:13])=O)[CH:7]=[N:6]1)([CH3:4])([CH3:3])[CH3:2].C(N(C(C)C)CC)(C)C.[B-](F)(F)(F)F.CN(C(ON1C(=O)CCC1=O)=[N+](C)C)C.Cl.[CH:44]12[CH2:53][CH:48]3[CH2:49][CH:50]([CH2:52][CH:46]([CH2:47]3)[CH:45]1[NH2:54])[CH2:51]2.